Predict the reactants needed to synthesize the given product. From a dataset of Full USPTO retrosynthesis dataset with 1.9M reactions from patents (1976-2016). (1) Given the product [CH2:1]([N:8]1[CH2:13][C:14]2[N:15]=[CH:16][C:17]([Cl:21])=[N:18][C:19]=2[O:12][C@@H:10]([CH3:11])[CH2:9]1)[C:2]1[CH:7]=[CH:6][CH:5]=[CH:4][CH:3]=1, predict the reactants needed to synthesize it. The reactants are: [CH2:1]([N:8]([CH2:13][C:14]1[C:19](Cl)=[N:18][C:17]([Cl:21])=[CH:16][N:15]=1)[CH2:9][C@@H:10]([OH:12])[CH3:11])[C:2]1[CH:7]=[CH:6][CH:5]=[CH:4][CH:3]=1.[H-].[Na+].O. (2) The reactants are: B1(C)OC(C2C=CC=CC=2)(C2C=CC=CC=2)[C@@H]2N1CCC2.C1(C)C=CC=CC=1.C[O:30][C:31]([C:33]1[CH:42]=[CH:41][C:40]2[C:39](=[O:43])[CH2:38][CH2:37][CH2:36][C:35]=2[CH:34]=1)=O.CO. Given the product [OH:30][CH2:31][C:33]1[CH:34]=[C:35]2[C:40](=[CH:41][CH:42]=1)[C@@H:39]([OH:43])[CH2:38][CH2:37][CH2:36]2, predict the reactants needed to synthesize it. (3) Given the product [Cl:1][C:2]1[N:7]=[C:6]2[C:5]([CH2:8][CH2:9][C:10](=[O:11])[N:12]2[C:13]2[CH:18]=[CH:17][CH:16]=[CH:15][C:14]=2[Cl:19])=[C:4]([C:20]2[CH:25]=[CH:24][CH:23]=[CH:22][C:21]=2[Cl:26])[CH:3]=1, predict the reactants needed to synthesize it. The reactants are: [Cl:1][C:2]1[N:7]=[CH:6][C:5]([CH2:8][CH2:9][C:10]([NH:12][C:13]2[CH:18]=[CH:17][CH:16]=[CH:15][C:14]=2[Cl:19])=[O:11])=[C:4]([C:20]2[CH:25]=[CH:24][CH:23]=[CH:22][C:21]=2[Cl:26])[CH:3]=1.C(=O)([O-])[O-].[K+].[K+]. (4) The reactants are: S(Cl)(Cl)=O.[CH3:5][O:6][C:7]1[C:8]([CH3:16])=[C:9]([CH:13]=[CH:14][CH:15]=1)[C:10]([OH:12])=O.[K+].[C:18]([O:24][CH2:25][CH3:26])(=[O:23])[CH2:19]C([O-])=O.C(N(CC)CC)C.[Mg+2].[Cl-].[Cl-]. Given the product [CH3:5][O:6][C:7]1[C:8]([CH3:16])=[C:9]([C:10](=[O:12])[CH2:19][C:18]([O:24][CH2:25][CH3:26])=[O:23])[CH:13]=[CH:14][CH:15]=1, predict the reactants needed to synthesize it. (5) Given the product [CH:7]1([CH2:10][C:11]2([CH2:16][NH2:17])[CH2:14][C:13](=[CH2:15])[CH2:12]2)[CH2:8][CH2:9]1, predict the reactants needed to synthesize it. The reactants are: [H-].[Al+3].[Li+].[H-].[H-].[H-].[CH:7]1([CH2:10][C:11]2([C:16]#[N:17])[CH2:14][C:13](=[CH2:15])[CH2:12]2)[CH2:9][CH2:8]1.O.[OH-].[Na+]. (6) Given the product [OH:5][C:3]([CH3:6])([CH3:4])[CH2:2][C:9]12[CH:13]=[CH:14][CH:15]=[CH:16][CH:8]1[C:7]([NH:11][C:10]2=[O:12])=[O:17], predict the reactants needed to synthesize it. The reactants are: Cl[CH2:2][C:3]([CH3:6])([OH:5])[CH3:4].[C:7]1(=[O:17])[NH:11][C:10](=[O:12])[C:9]2=[CH:13][CH:14]=[CH:15][CH:16]=[C:8]12.[K].[I-].[Na+]. (7) Given the product [CH2:9]([O:8][C:7]1[C:2]2[N:3]([C:23]([NH:22][CH:16]3[CH2:21][CH2:20][CH2:19][CH2:18][CH2:17]3)=[C:29]([C:28]3[CH:31]=[C:32]([O:34][CH3:35])[CH:33]=[C:26]([O:25][CH3:24])[CH:27]=3)[N:1]=2)[CH:4]=[CH:5][CH:6]=1)[C:10]1[CH:11]=[CH:12][CH:13]=[CH:14][CH:15]=1, predict the reactants needed to synthesize it. The reactants are: [NH2:1][C:2]1[C:7]([O:8][CH2:9][C:10]2[CH:15]=[CH:14][CH:13]=[CH:12][CH:11]=2)=[CH:6][CH:5]=[CH:4][N:3]=1.[CH:16]1([N+:22]#[C-:23])[CH2:21][CH2:20][CH2:19][CH2:18][CH2:17]1.[CH3:24][O:25][C:26]1[CH:27]=[C:28]([CH:31]=[C:32]([O:34][CH3:35])[CH:33]=1)[CH:29]=O.